This data is from Reaction yield outcomes from USPTO patents with 853,638 reactions. The task is: Predict the reaction yield, written as a fraction of the theoretical maximum amount of product (1.0 means a 100% yield; for example, 0.34 means a 34% yield). The reactants are [CH3:1][C:2]1[CH:10]=[CH:9][C:5]([CH:6]2[O:8][CH2:7]2)=[CH:4][CH:3]=1.[CH2:11]([NH2:14])[CH2:12][CH3:13]. No catalyst specified. The product is [CH2:11]([NH:14][CH2:7][CH:6]([OH:8])[C:5]1[CH:9]=[CH:10][C:2]([CH3:1])=[CH:3][CH:4]=1)[CH2:12][CH3:13]. The yield is 0.496.